This data is from Forward reaction prediction with 1.9M reactions from USPTO patents (1976-2016). The task is: Predict the product of the given reaction. (1) Given the reactants [H-].[Na+].[OH:3][C:4]1[CH:5]=[C:6]([O:11][S:12]([C:15]2[CH:20]=[CH:19][CH:18]=[CH:17][C:16]=2[Cl:21])(=[O:14])=[O:13])[CH:7]=[C:8]([CH3:10])[CH:9]=1.Br[CH2:23][CH2:24][CH2:25][CH2:26][CH2:27][C:28]#[N:29], predict the reaction product. The product is: [C:28]([CH2:27][CH2:26][CH2:25][CH2:24][CH2:23][O:3][C:4]1[CH:5]=[C:6]([O:11][S:12]([C:15]2[CH:20]=[CH:19][CH:18]=[CH:17][C:16]=2[Cl:21])(=[O:14])=[O:13])[CH:7]=[C:8]([CH3:10])[CH:9]=1)#[N:29]. (2) The product is: [Cl:1][C:3]1[C:7]([C:8]#[N:9])=[CH:6][N:5]([CH2:10][CH3:11])[N:4]=1. Given the reactants [ClH:1].N[C:3]1[C:7]([C:8]#[N:9])=[CH:6][N:5]([CH2:10][CH3:11])[N:4]=1.N([O-])=O.[Na+], predict the reaction product. (3) Given the reactants C(OC(=O)[NH:7][C:8]1[CH:13]=[C:12]([O:14][CH2:15][C:16]([F:19])([F:18])[F:17])[C:11]([C:20]([F:23])([F:22])[F:21])=[CH:10][C:9]=1[NH:24][C:25](=[O:43])[CH2:26][C:27]([C:29]1[CH:34]=[CH:33][CH:32]=[C:31]([C:35]2[CH:36]=[N:37][C:38]([CH3:42])=[CH:39][C:40]=2[CH3:41])[CH:30]=1)=O)(C)(C)C.C(O)(C(F)(F)F)=O, predict the reaction product. The product is: [CH3:41][C:40]1[CH:39]=[C:38]([CH3:42])[N:37]=[CH:36][C:35]=1[C:31]1[CH:30]=[C:29]([C:27]2[CH2:26][C:25](=[O:43])[NH:24][C:9]3[CH:10]=[C:11]([C:20]([F:22])([F:21])[F:23])[C:12]([O:14][CH2:15][C:16]([F:18])([F:19])[F:17])=[CH:13][C:8]=3[N:7]=2)[CH:34]=[CH:33][CH:32]=1. (4) Given the reactants C(OC([N:8]1[CH2:13][CH2:12][CH:11]([NH:14][C:15]2[CH:20]=[CH:19][CH:18]=[C:17]([S:21][C:22]3[CH:27]=[CH:26][C:25]([CH:28]=[CH:29][C:30]([OH:32])=[O:31])=[C:24]([C:33]([F:36])([F:35])[F:34])[C:23]=3[C:37]([F:40])([F:39])[F:38])[CH:16]=2)[CH2:10][CH2:9]1)=O)(C)(C)C, predict the reaction product. The product is: [NH:8]1[CH2:13][CH2:12][CH:11]([NH:14][C:15]2[CH:16]=[C:17]([S:21][C:22]3[CH:27]=[CH:26][C:25]([CH:28]=[CH:29][C:30]([OH:32])=[O:31])=[C:24]([C:33]([F:34])([F:36])[F:35])[C:23]=3[C:37]([F:39])([F:38])[F:40])[CH:18]=[CH:19][CH:20]=2)[CH2:10][CH2:9]1.